From a dataset of Catalyst prediction with 721,799 reactions and 888 catalyst types from USPTO. Predict which catalyst facilitates the given reaction. Reactant: C(OC(=O)[NH:7][C:8]1[CH:13]=[C:12]([O:14][CH2:15][C:16]([F:19])([F:18])[F:17])[C:11]([C:20]([F:23])([F:22])[F:21])=[CH:10][C:9]=1[NH:24][C:25](=[O:41])[CH2:26][C:27](=O)[C:28]1[CH:33]=[CH:32][CH:31]=[C:30]([C:34]2[CH:39]=[N:38][CH:37]=[CH:36][N:35]=2)[CH:29]=1)(C)(C)C.C(O)(C(F)(F)F)=O. Product: [N:35]1[CH:36]=[CH:37][N:38]=[CH:39][C:34]=1[C:30]1[CH:29]=[C:28]([C:27]2[CH2:26][C:25](=[O:41])[NH:24][C:9]3[CH:10]=[C:11]([C:20]([F:22])([F:23])[F:21])[C:12]([O:14][CH2:15][C:16]([F:17])([F:19])[F:18])=[CH:13][C:8]=3[N:7]=2)[CH:33]=[CH:32][CH:31]=1. The catalyst class is: 2.